This data is from Reaction yield outcomes from USPTO patents with 853,638 reactions. The task is: Predict the reaction yield, written as a fraction of the theoretical maximum amount of product (1.0 means a 100% yield; for example, 0.34 means a 34% yield). The product is [CH2:1]([O:3][C:4](=[O:16])[CH:5]([CH2:11][C:12]([F:13])([F:14])[F:15])[CH2:6][C:7]([F:8])([F:10])[F:9])[CH3:2]. The reactants are [CH2:1]([O:3][C:4](=[O:16])[C:5]([CH2:11][C:12]([F:15])([F:14])[F:13])=[CH:6][C:7]([F:10])([F:9])[F:8])[CH3:2]. The yield is 1.00. The catalyst is C1COCC1.[Pd].